Task: Predict the product of the given reaction.. Dataset: Forward reaction prediction with 1.9M reactions from USPTO patents (1976-2016) (1) Given the reactants [CH3:1][N:2]1[C:7](=[O:8])[CH:6]=[CH:5][NH:4][C:3]1=[O:9].[CH2:10](I)[CH:11]([CH3:13])[CH3:12].C(=O)([O-])[O-].[Cs+].[Cs+], predict the reaction product. The product is: [CH2:10]([N:4]1[CH:5]=[CH:6][C:7](=[O:8])[N:2]([CH3:1])[C:3]1=[O:9])[CH:11]([CH3:13])[CH3:12]. (2) Given the reactants [CH3:13][C:12]([O:11][C:9](O[C:9]([O:11][C:12]([CH3:15])([CH3:14])[CH3:13])=[O:10])=[O:10])([CH3:15])[CH3:14].[NH2:16][CH2:17][C@@H:18]1[CH2:21][C@H:20]([OH:22])[CH2:19]1.CCN(CC)CC, predict the reaction product. The product is: [OH:22][C@@H:20]1[CH2:21][C@H:18]([CH2:17][NH:16][C:9](=[O:10])[O:11][C:12]([CH3:13])([CH3:14])[CH3:15])[CH2:19]1. (3) Given the reactants [CH2:1]([O:3][C:4](=[O:14])[CH2:5][C:6]1[NH:7][C:8](=[O:13])[CH:9]=[C:10](Cl)[N:11]=1)[CH3:2].Cl.[NH:16]1[CH2:21][CH2:20][O:19][CH:18]([CH2:22][OH:23])[CH2:17]1.[Na+].[Cl-].C(Cl)Cl, predict the reaction product. The product is: [CH2:1]([O:3][C:4](=[O:14])[CH2:5][C:6]1[NH:7][C:8](=[O:13])[CH:9]=[C:10]([N:16]2[CH2:21][CH2:20][O:19][CH:18]([CH2:22][OH:23])[CH2:17]2)[N:11]=1)[CH3:2]. (4) Given the reactants [Cl:1][C:2]1[CH:3]=[CH:4][C:5]2[O:9][C:8]([CH2:10][NH2:11])=[CH:7][C:6]=2[CH:12]=1.C(N(CC)CC)C.Cl[C:21](=[O:27])[C:22]([O:24][CH2:25][CH3:26])=[O:23], predict the reaction product. The product is: [Cl:1][C:2]1[CH:3]=[CH:4][C:5]2[O:9][C:8]([CH2:10][NH:11][C:21]([C:22]([O:24][CH2:25][CH3:26])=[O:23])=[O:27])=[CH:7][C:6]=2[CH:12]=1. (5) Given the reactants [N:1]1[CH:6]=[CH:5][N:4]=[CH:3][C:2]=1[C:7]([OH:9])=O.C(N1C=CN=C1)(N1C=CN=C1)=O.[NH2:22][C:23]1[CH:24]=[C:25]([CH:29]2[C:38]([CH3:40])([CH3:39])[CH2:37][C:36]3[C:31](=[C:32]([C:42]([OH:44])=[O:43])[CH:33]=[C:34]([Cl:41])[CH:35]=3)[NH:30]2)[CH:26]=[CH:27][CH:28]=1, predict the reaction product. The product is: [Cl:41][C:34]1[CH:35]=[C:36]2[C:31](=[C:32]([C:42]([OH:44])=[O:43])[CH:33]=1)[NH:30][CH:29]([C:25]1[CH:26]=[CH:27][CH:28]=[C:23]([NH:22][C:7]([C:2]3[CH:3]=[N:4][CH:5]=[CH:6][N:1]=3)=[O:9])[CH:24]=1)[C:38]([CH3:40])([CH3:39])[CH2:37]2. (6) Given the reactants Cl[C:2]1[N:7]=[C:6]([O:8][CH2:9][C:10]([F:13])([F:12])[F:11])[N:5]=[C:4]([NH:14][C:15]2[CH:27]=[CH:26][C:18]([C:19]([O:21][C:22]([CH3:25])([CH3:24])[CH3:23])=[O:20])=[CH:17][CH:16]=2)[N:3]=1.[Cl:28][C:29]1[CH:34]=[CH:33][C:32]([C:35]2([NH2:38])[CH2:37][CH2:36]2)=[CH:31][CH:30]=1, predict the reaction product. The product is: [Cl:28][C:29]1[CH:30]=[CH:31][C:32]([C:35]2([NH:38][C:2]3[N:7]=[C:6]([O:8][CH2:9][C:10]([F:11])([F:12])[F:13])[N:5]=[C:4]([NH:14][C:15]4[CH:16]=[CH:17][C:18]([C:19]([O:21][C:22]([CH3:25])([CH3:23])[CH3:24])=[O:20])=[CH:26][CH:27]=4)[N:3]=3)[CH2:36][CH2:37]2)=[CH:33][CH:34]=1. (7) Given the reactants [CH:1]1([C:4]2[C:5]([N:26]3[CH2:31][CH2:30][N:29](C(OC(C)(C)C)=O)[CH2:28][CH2:27]3)=[C:6]3[C:12]([C:13]([F:16])([F:15])[F:14])=[N:11][N:10]([CH2:17][C:18]4[CH:23]=[CH:22][C:21]([O:24][CH3:25])=[CH:20][CH:19]=4)[C:7]3=[N:8][CH:9]=2)[CH2:3][CH2:2]1.C(O)(C(F)(F)F)=O, predict the reaction product. The product is: [CH:1]1([C:4]2[C:5]([N:26]3[CH2:27][CH2:28][NH:29][CH2:30][CH2:31]3)=[C:6]3[C:12]([C:13]([F:14])([F:16])[F:15])=[N:11][N:10]([CH2:17][C:18]4[CH:19]=[CH:20][C:21]([O:24][CH3:25])=[CH:22][CH:23]=4)[C:7]3=[N:8][CH:9]=2)[CH2:3][CH2:2]1.